From a dataset of Orexin1 receptor HTS with 218,158 compounds and 233 confirmed actives. Binary Classification. Given a drug SMILES string, predict its activity (active/inactive) in a high-throughput screening assay against a specified biological target. (1) The result is 0 (inactive). The drug is S(=O)(=O)(N1CCCC1)c1cc2c(n(cc2)CC(=O)NCc2cc(OC)ccc2)cc1. (2) The compound is o1c(CNC(=O)Cn2nc(c3ccc(OC)cc3)ccc2=O)ccc1. The result is 0 (inactive). (3) The compound is S1C2(N(N=C1NC(=O)C)C(=O)C)CCCCC2. The result is 0 (inactive). (4) The compound is OCC1(CCCN(C1)Cc1[nH]c2c(c1)cccc2)Cc1cc(OC)ccc1. The result is 0 (inactive). (5) The compound is O(c1ccc(C(=O)NCC(=O)NN\C=C2\C(=NN=C2)c2ccccc2)cc1)C. The result is 0 (inactive). (6) The molecule is S(=O)(=O)(N1CCN(CC1)c1c(F)cccc1)CCNC(=O)c1occc1. The result is 0 (inactive).